Task: Predict the reaction yield, written as a fraction of the theoretical maximum amount of product (1.0 means a 100% yield; for example, 0.34 means a 34% yield).. Dataset: Reaction yield outcomes from USPTO patents with 853,638 reactions (1) The reactants are [OH-].[K+].[CH:3](=O)[C:4]1[CH:9]=[CH:8][CH:7]=[CH:6][CH:5]=1.[Br:11][C:12]1[CH:13]=[C:14]([CH2:18][C:19]#[N:20])[CH:15]=[CH:16][CH:17]=1.[BH4-].[Na+]. The catalyst is C(O)C.O.CO. The product is [Br:11][C:12]1[CH:13]=[C:14]([CH:18]([CH2:3][C:4]2[CH:9]=[CH:8][CH:7]=[CH:6][CH:5]=2)[C:19]#[N:20])[CH:15]=[CH:16][CH:17]=1. The yield is 0.520. (2) The reactants are [C:1]([C:4]1[CH:5]=[C:6]([CH:19]=[CH:20][CH:21]=1)[CH2:7][C:8]1[C:9](=[O:18])[NH:10][C:11]([CH2:15][CH2:16][CH3:17])=[N:12][C:13]=1[CH3:14])(=[O:3])[CH3:2].Br[CH2:23][C:24]1[CH:29]=[CH:28][C:27]([C:30]2[CH:35]=[CH:34][CH:33]=[CH:32][C:31]=2[C:36]2[N:40]=[C:39](C(Cl)(Cl)Cl)[O:38][N:37]=2)=[CH:26][CH:25]=1.C(=O)([O-])[O-:46].[K+].[K+]. The catalyst is C(#N)C.C(OCC)(=O)C. The product is [C:1]([C:4]1[CH:5]=[C:6]([CH:19]=[CH:20][CH:21]=1)[CH2:7][C:8]1[C:9](=[O:18])[N:10]([CH2:23][C:24]2[CH:29]=[CH:28][C:27]([C:30]3[CH:35]=[CH:34][CH:33]=[CH:32][C:31]=3[C:36]3[NH:40][C:39](=[O:46])[O:38][N:37]=3)=[CH:26][CH:25]=2)[C:11]([CH2:15][CH2:16][CH3:17])=[N:12][C:13]=1[CH3:14])(=[O:3])[CH3:2]. The yield is 0.210. (3) The reactants are C[NH2:2].[CH2:3]([C:5]1[CH:6]=[CH:7][CH:8]=[C:9]2[C:13]=1[NH:12][C:11]([CH:14]=O)=[C:10]2[CH3:16])[CH3:4].[BH4-].[Na+].O. The catalyst is CO. The product is [CH3:4][CH2:3][C:5]1[C:13]2[NH:12][C:11]([CH2:14][NH2:2])=[C:10]([CH3:16])[C:9]=2[CH:8]=[CH:7][CH:6]=1. The yield is 0.750.